From a dataset of NCI-60 drug combinations with 297,098 pairs across 59 cell lines. Regression. Given two drug SMILES strings and cell line genomic features, predict the synergy score measuring deviation from expected non-interaction effect. (1) Drug 1: CN(CC1=CN=C2C(=N1)C(=NC(=N2)N)N)C3=CC=C(C=C3)C(=O)NC(CCC(=O)O)C(=O)O. Drug 2: C1=NC2=C(N=C(N=C2N1C3C(C(C(O3)CO)O)F)Cl)N. Cell line: COLO 205. Synergy scores: CSS=37.7, Synergy_ZIP=-9.19, Synergy_Bliss=-0.609, Synergy_Loewe=-1.52, Synergy_HSA=-0.859. (2) Drug 1: CN1CCC(CC1)COC2=C(C=C3C(=C2)N=CN=C3NC4=C(C=C(C=C4)Br)F)OC. Drug 2: C1=CC(=CC=C1C#N)C(C2=CC=C(C=C2)C#N)N3C=NC=N3. Synergy scores: CSS=19.6, Synergy_ZIP=1.68, Synergy_Bliss=4.48, Synergy_Loewe=-4.79, Synergy_HSA=4.22. Cell line: OVCAR-5. (3) Drug 1: CCC1(CC2CC(C3=C(CCN(C2)C1)C4=CC=CC=C4N3)(C5=C(C=C6C(=C5)C78CCN9C7C(C=CC9)(C(C(C8N6C)(C(=O)OC)O)OC(=O)C)CC)OC)C(=O)OC)O.OS(=O)(=O)O. Drug 2: B(C(CC(C)C)NC(=O)C(CC1=CC=CC=C1)NC(=O)C2=NC=CN=C2)(O)O. Cell line: HOP-92. Synergy scores: CSS=42.4, Synergy_ZIP=2.03, Synergy_Bliss=1.04, Synergy_Loewe=-1.93, Synergy_HSA=-3.27. (4) Drug 1: CCC1=C2CN3C(=CC4=C(C3=O)COC(=O)C4(CC)O)C2=NC5=C1C=C(C=C5)O. Drug 2: COC1=C2C(=CC3=C1OC=C3)C=CC(=O)O2. Cell line: MALME-3M. Synergy scores: CSS=9.68, Synergy_ZIP=-4.52, Synergy_Bliss=-6.87, Synergy_Loewe=-86.8, Synergy_HSA=-7.37. (5) Drug 2: C1=CN(C(=O)N=C1N)C2C(C(C(O2)CO)O)O.Cl. Cell line: SNB-19. Drug 1: C1CN1P(=S)(N2CC2)N3CC3. Synergy scores: CSS=41.5, Synergy_ZIP=-7.84, Synergy_Bliss=-7.26, Synergy_Loewe=-1.81, Synergy_HSA=0.0621. (6) Drug 1: CC1C(C(CC(O1)OC2CC(CC3=C2C(=C4C(=C3O)C(=O)C5=C(C4=O)C(=CC=C5)OC)O)(C(=O)C)O)N)O.Cl. Drug 2: CC1C(C(CC(O1)OC2CC(CC3=C2C(=C4C(=C3O)C(=O)C5=CC=CC=C5C4=O)O)(C(=O)C)O)N)O. Cell line: MDA-MB-231. Synergy scores: CSS=42.8, Synergy_ZIP=-0.829, Synergy_Bliss=1.68, Synergy_Loewe=1.73, Synergy_HSA=2.87. (7) Drug 1: C1=C(C(=O)NC(=O)N1)N(CCCl)CCCl. Drug 2: COCCOC1=C(C=C2C(=C1)C(=NC=N2)NC3=CC=CC(=C3)C#C)OCCOC.Cl. Cell line: HCC-2998. Synergy scores: CSS=13.7, Synergy_ZIP=7.23, Synergy_Bliss=5.09, Synergy_Loewe=0.938, Synergy_HSA=1.89. (8) Drug 1: C1=CC=C(C=C1)NC(=O)CCCCCCC(=O)NO. Drug 2: CC(C)NC(=O)C1=CC=C(C=C1)CNNC.Cl. Cell line: SN12C. Synergy scores: CSS=-0.881, Synergy_ZIP=-2.59, Synergy_Bliss=-3.82, Synergy_Loewe=-6.76, Synergy_HSA=-8.19. (9) Drug 1: CC1OCC2C(O1)C(C(C(O2)OC3C4COC(=O)C4C(C5=CC6=C(C=C35)OCO6)C7=CC(=C(C(=C7)OC)O)OC)O)O. Drug 2: CCCCCOC(=O)NC1=NC(=O)N(C=C1F)C2C(C(C(O2)C)O)O. Cell line: SK-MEL-5. Synergy scores: CSS=10.3, Synergy_ZIP=-7.25, Synergy_Bliss=1.08, Synergy_Loewe=-31.5, Synergy_HSA=-3.98. (10) Drug 1: CCN(CC)CCCC(C)NC1=C2C=C(C=CC2=NC3=C1C=CC(=C3)Cl)OC. Drug 2: C1CCC(C(C1)N)N.C(=O)(C(=O)[O-])[O-].[Pt+4]. Cell line: SK-OV-3. Synergy scores: CSS=29.3, Synergy_ZIP=-10.1, Synergy_Bliss=-4.52, Synergy_Loewe=-18.9, Synergy_HSA=-1.12.